Dataset: Forward reaction prediction with 1.9M reactions from USPTO patents (1976-2016). Task: Predict the product of the given reaction. (1) Given the reactants C([N:8]1[CH2:13][CH2:12][C@H:11]([N:14]2[CH2:19][CH2:18][N:17]([C:20](=[O:25])[C:21]([F:24])([F:23])[F:22])[CH2:16][CH2:15]2)[C@H:10]([C:26]2[CH:31]=[CH:30][CH:29]=[CH:28][CH:27]=2)[CH2:9]1)C1C=CC=CC=1.Cl.[H][H].C(N(CC)CC)C.[F:42][C:43]([F:58])([F:57])[C:44]1[CH:45]=[C:46]([CH:50]=[C:51]([C:53]([F:56])([F:55])[F:54])[CH:52]=1)[C:47](Cl)=[O:48], predict the reaction product. The product is: [F:42][C:43]([F:58])([F:57])[C:44]1[CH:45]=[C:46]([CH:50]=[C:51]([C:53]([F:56])([F:55])[F:54])[CH:52]=1)[C:47]([N:8]1[CH2:13][CH2:12][C@H:11]([N:14]2[CH2:19][CH2:18][N:17]([C:20](=[O:25])[C:21]([F:24])([F:22])[F:23])[CH2:16][CH2:15]2)[C@H:10]([C:26]2[CH:31]=[CH:30][CH:29]=[CH:28][CH:27]=2)[CH2:9]1)=[O:48]. (2) Given the reactants C(O)C.Cl.[Cl:5][C:6]1[CH:22]=[CH:21][C:9]([O:10][C:11]2[CH:16]=[C:15]([CH3:17])[C:14]([N+:18]([O-])=O)=[CH:13][N:12]=2)=[CH:8][C:7]=1[C:23]([F:26])([F:25])[F:24], predict the reaction product. The product is: [Cl:5][C:6]1[CH:22]=[CH:21][C:9]([O:10][C:11]2[N:12]=[CH:13][C:14]([NH2:18])=[C:15]([CH3:17])[CH:16]=2)=[CH:8][C:7]=1[C:23]([F:26])([F:24])[F:25]. (3) The product is: [CH2:1]([O:3][C:4](=[O:12])[C:5]1[CH:10]=[CH:9][CH:8]=[CH:7][C:6]=1[B:21]1[O:22][C:23]([CH3:25])([CH3:24])[C:19]([CH3:35])([CH3:18])[O:20]1)[CH3:2]. Given the reactants [CH2:1]([O:3][C:4](=[O:12])[C:5]1[CH:10]=[CH:9][CH:8]=[CH:7][C:6]=1Br)[CH3:2].C([O-])(=O)C.[K+].[CH3:18][C:19]1([CH3:35])[C:23]([CH3:25])([CH3:24])[O:22][B:21]([B:21]2[O:22][C:23]([CH3:25])([CH3:24])[C:19]([CH3:35])([CH3:18])[O:20]2)[O:20]1, predict the reaction product. (4) The product is: [Br:8][C:6]1[CH:7]=[C:2]([N:1]2[CH2:16][CH2:15][O:14][CH2:13][CH2:12]2)[CH:3]=[N:4][CH:5]=1. Given the reactants [NH2:1][C:2]1[CH:3]=[N:4][CH:5]=[C:6]([Br:8])[CH:7]=1.[H-].[Na+].Br[CH2:12][CH2:13][O:14][CH2:15][CH2:16]Br, predict the reaction product. (5) Given the reactants Cl[C:2]1[CH:7]=[C:6]([N:8]2[CH2:12][CH2:11][CH2:10][C@H:9]2[C:13]([F:16])([F:15])[F:14])[N:5]=[C:4]([NH:17][CH3:18])[N:3]=1.[C:19]([C:21]1[CH:26]=[CH:25][C:24](B(O)O)=[CH:23][C:22]=1[F:30])#[N:20].C([O-])(O)=O.[Na+], predict the reaction product. The product is: [F:30][C:22]1[CH:23]=[C:24]([C:2]2[CH:7]=[C:6]([N:8]3[CH2:12][CH2:11][CH2:10][C@H:9]3[C:13]([F:16])([F:15])[F:14])[N:5]=[C:4]([NH:17][CH3:18])[N:3]=2)[CH:25]=[CH:26][C:21]=1[C:19]#[N:20]. (6) Given the reactants [NH:1]1[C:5]2[CH:6]=[CH:7][C:8]([C:10]([N:12]3[CH2:17][CH2:16][O:15][CH2:14][CH2:13]3)=O)=[CH:9][C:4]=2[N:3]=[CH:2]1.[H-].[H-].[H-].[H-].[Li+].[Al+3], predict the reaction product. The product is: [N:12]1([CH2:10][C:8]2[CH:7]=[CH:6][C:5]3[NH:1][CH:2]=[N:3][C:4]=3[CH:9]=2)[CH2:13][CH2:14][O:15][CH2:16][CH2:17]1.